From a dataset of Full USPTO retrosynthesis dataset with 1.9M reactions from patents (1976-2016). Predict the reactants needed to synthesize the given product. (1) Given the product [NH2:15][CH2:14][C:13]1[CH:12]=[CH:11][C:10]([CH2:9][O:8][C:4]2[N:3]=[C:2]([NH2:1])[CH:7]=[CH:6][N:5]=2)=[CH:23][CH:22]=1, predict the reactants needed to synthesize it. The reactants are: [NH2:1][C:2]1[CH:7]=[CH:6][N:5]=[C:4]([O:8][CH2:9][C:10]2[CH:23]=[CH:22][C:13]([CH2:14][NH:15]C(=O)C(F)(F)F)=[CH:12][CH:11]=2)[N:3]=1.CN. (2) Given the product [NH2:9][C:6]1[CH:7]=[CH:8][C:3]([O:2][CH3:1])=[C:4]([NH:12][S:13]([CH3:16])(=[O:15])=[O:14])[CH:5]=1, predict the reactants needed to synthesize it. The reactants are: [CH3:1][O:2][C:3]1[CH:8]=[CH:7][C:6]([N+:9]([O-])=O)=[CH:5][C:4]=1[NH:12][S:13]([CH3:16])(=[O:15])=[O:14]. (3) Given the product [C:19]([OH:26])(=[O:25])[CH:20]([CH2:21][C:22]([OH:24])=[O:23])[OH:1], predict the reactants needed to synthesize it. The reactants are: [O:1]=C[C@@H]([C@H]([C@@H]([C@@H](CO)O)O)O)O.C(=O)([O-])[O-].[Na+].[Na+].[C:19]([OH:26])(=[O:25])[CH2:20][CH2:21][C:22]([OH:24])=[O:23]. (4) The reactants are: [NH2:1][C:2]1[C:29]([Cl:30])=[CH:28][C:5]([C:6]([N:8]2[CH2:13][CH2:12][N:11]([CH2:14][C:15]3[CH:16]=[C:17]([CH:25]=[CH:26][CH:27]=3)[C:18]([NH:20][C:21]([CH3:24])([CH3:23])[CH3:22])=[O:19])[CH2:10][CH2:9]2)=[O:7])=[C:4]([O:31][CH2:32][CH3:33])[CH:3]=1.Cl[C:35](OC1C=CC([N+]([O-])=O)=CC=1)=[O:36].[CH:47]1([CH2:50][NH2:51])[CH2:49][CH2:48]1. Given the product [C:21]([NH:20][C:18](=[O:19])[C:17]1[CH:25]=[CH:26][CH:27]=[C:15]([CH2:14][N:11]2[CH2:10][CH2:9][N:8]([C:6](=[O:7])[C:5]3[CH:28]=[C:29]([Cl:30])[C:2]([NH:1][C:35]([NH:51][CH2:50][CH:47]4[CH2:49][CH2:48]4)=[O:36])=[CH:3][C:4]=3[O:31][CH2:32][CH3:33])[CH2:13][CH2:12]2)[CH:16]=1)([CH3:24])([CH3:23])[CH3:22], predict the reactants needed to synthesize it. (5) Given the product [NH4+:3].[OH-:13].[OH:39][CH:36]1[CH2:37][CH2:38][N:33]([C:2]2[N:7]=[CH:6][N:5]=[C:4]([NH:8][C:9]3[CH:10]=[C:11]([CH:16]=[CH:17][CH:18]=3)[C:12]([NH:14][CH3:15])=[O:13])[N:3]=2)[CH2:34][CH2:35]1, predict the reactants needed to synthesize it. The reactants are: Cl[C:2]1[N:7]=[CH:6][N:5]=[C:4]([NH:8][C:9]2[CH:10]=[C:11]([CH:16]=[CH:17][CH:18]=2)[C:12]([NH:14][CH3:15])=[O:13])[N:3]=1.CN(C=O)C.C(N(C(C)C)C(C)C)C.[NH:33]1[CH2:38][CH2:37][CH:36]([OH:39])[CH2:35][CH2:34]1. (6) Given the product [C:13]([NH:1][C:2]1[S:3][CH:4]=[CH:5][C:6]=1[C:7]1[CH:12]=[CH:11][CH:10]=[CH:9][CH:8]=1)([O:15][C:16]([CH3:19])([CH3:18])[CH3:17])=[O:14], predict the reactants needed to synthesize it. The reactants are: [NH2:1][C:2]1[S:3][CH:4]=[CH:5][C:6]=1[C:7]1[CH:12]=[CH:11][CH:10]=[CH:9][CH:8]=1.[C:13](O[C:13]([O:15][C:16]([CH3:19])([CH3:18])[CH3:17])=[O:14])([O:15][C:16]([CH3:19])([CH3:18])[CH3:17])=[O:14].C(N(C(C)C)CC)(C)C.